This data is from Full USPTO retrosynthesis dataset with 1.9M reactions from patents (1976-2016). The task is: Predict the reactants needed to synthesize the given product. (1) Given the product [CH:1]([O:4][C:5]([N:7]1[CH2:12][CH2:11][CH:10]([CH2:13][O:14][C:15]2[CH:16]=[CH:17][C:18]([C:21]3[CH:26]=[CH:25][C:24]([CH2:27][C@H:28]([NH:39][C:40]([O:42][C:43]([CH3:45])([CH3:44])[CH3:46])=[O:41])[C:29]([N:31]4[CH2:35][CH2:34][CH2:33][C@H:32]4[C:36]#[N:37])=[O:30])=[CH:23][CH:22]=3)=[CH:19][CH:20]=2)[CH2:9][CH2:8]1)=[O:6])([CH3:3])[CH3:2], predict the reactants needed to synthesize it. The reactants are: [CH:1]([O:4][C:5]([N:7]1[CH2:12][CH2:11][CH:10]([CH2:13][O:14][C:15]2[CH:20]=[CH:19][C:18]([C:21]3[CH:26]=[CH:25][C:24]([CH2:27][C@H:28]([NH:39][C:40]([O:42][C:43]([CH3:46])([CH3:45])[CH3:44])=[O:41])[C:29]([N:31]4[CH2:35][CH2:34][CH2:33][C@H:32]4[C:36](=O)[NH2:37])=[O:30])=[CH:23][CH:22]=3)=[CH:17][CH:16]=2)[CH2:9][CH2:8]1)=[O:6])([CH3:3])[CH3:2].N1C=CC=CC=1.C(OC(C(F)(F)F)=O)(C(F)(F)F)=O. (2) Given the product [CH2:1]([N:8]1[CH2:13][CH2:12][CH2:11][C@H:10]([N:14]([CH3:15])[C:17]2[C:18]3[CH2:26][CH2:25][C:24](=[O:27])[NH:23][C:19]=3[N:20]=[CH:21][N:22]=2)[CH2:9]1)[C:2]1[CH:3]=[CH:4][CH:5]=[CH:6][CH:7]=1, predict the reactants needed to synthesize it. The reactants are: [CH2:1]([N:8]1[CH2:13][CH2:12][CH2:11][C@H:10]([NH:14][CH3:15])[CH2:9]1)[C:2]1[CH:7]=[CH:6][CH:5]=[CH:4][CH:3]=1.Cl[C:17]1[C:18]2[CH2:26][CH2:25][C:24](=[O:27])[NH:23][C:19]=2[N:20]=[CH:21][N:22]=1.CCN(C(C)C)C(C)C.